The task is: Predict which catalyst facilitates the given reaction.. This data is from Catalyst prediction with 721,799 reactions and 888 catalyst types from USPTO. (1) Reactant: [Br:1][C:2]1[CH:10]=[C:9]2[C:5]([CH2:6][C:7]3([CH2:16][CH2:15][C:14](=O)[CH2:13][CH2:12]3)[C:8]2=[O:11])=[CH:4][CH:3]=1.[F:18][C:19]([F:23])([F:22])[CH2:20][NH2:21].CC(O)=O.[BH-](OC(C)=O)(OC(C)=O)OC(C)=O.[Na+]. Product: [Br:1][C:2]1[CH:10]=[C:9]2[C:5]([CH2:6][C:7]3([CH2:16][CH2:15][CH:14]([NH:21][CH2:20][C:19]([F:23])([F:22])[F:18])[CH2:13][CH2:12]3)[C:8]2=[O:11])=[CH:4][CH:3]=1. The catalyst class is: 68. (2) Reactant: [Cl:1][C:2]1[CH:11]=[C:10]2[C:5]([C:6]([N:12]3[CH2:17][CH2:16][NH:15][CH2:14][CH2:13]3)=[CH:7][CH:8]=[N:9]2)=[CH:4][CH:3]=1.[CH3:18][CH:19]([N:26]=[C:27]=[O:28])[C:20]1[CH:25]=[CH:24][CH:23]=[CH:22][CH:21]=1.CCCCCC.CCOC(C)=O. Product: [Cl:1][C:2]1[CH:11]=[C:10]2[C:5]([C:6]([N:12]3[CH2:17][CH2:16][N:15]([C:27]([NH:26][CH:19]([C:20]4[CH:25]=[CH:24][CH:23]=[CH:22][CH:21]=4)[CH3:18])=[O:28])[CH2:14][CH2:13]3)=[CH:7][CH:8]=[N:9]2)=[CH:4][CH:3]=1. The catalyst class is: 1. (3) Reactant: [CH3:1][C:2]([O:4][C:5]1[S:9][C:8]2[CH2:10][CH2:11][N:12]([CH:14]([C:22]([CH:24]3[CH2:26][CH2:25]3)=[O:23])[C:15]3[CH:16]=[CH:17][CH:18]=[CH:19][C:20]=3[F:21])[CH2:13][C:7]=2[CH:6]=1)=[O:3].[BrH:27]. Product: [CH3:1][C:2]([O:4][C:5]1[S:9][C:8]2[CH2:10][CH2:11][N:12]([CH:14]([C:22]([CH:24]3[CH2:26][CH2:25]3)=[O:23])[C:15]3[C:20]([F:21])=[CH:19][CH:18]=[CH:17][CH:16]=3)[CH2:13][C:7]=2[CH:6]=1)=[O:3].[BrH:27]. The catalyst class is: 480. (4) Reactant: O[CH:2]([C:12]1[CH:17]=[CH:16][C:15]([N:18]([CH3:28])[S:19]([C:22]2[CH:27]=[CH:26][CH:25]=[CH:24][CH:23]=2)(=[O:21])=[O:20])=[CH:14][CH:13]=1)[C:3]1[N:4]([CH2:8][CH2:9][O:10][CH3:11])[CH:5]=[CH:6][CH:7]=1.C([SiH](CC)CC)C.B(F)(F)F.CCOCC. Product: [CH3:11][O:10][CH2:9][CH2:8][N:4]1[CH:5]=[CH:6][CH:7]=[C:3]1[CH2:2][C:12]1[CH:17]=[CH:16][C:15]([N:18]([CH3:28])[S:19]([C:22]2[CH:23]=[CH:24][CH:25]=[CH:26][CH:27]=2)(=[O:20])=[O:21])=[CH:14][CH:13]=1. The catalyst class is: 2.